Dataset: Experimentally validated miRNA-target interactions with 360,000+ pairs, plus equal number of negative samples. Task: Binary Classification. Given a miRNA mature sequence and a target amino acid sequence, predict their likelihood of interaction. (1) The miRNA is hsa-miR-517-5p with sequence CCUCUAGAUGGAAGCACUGUCU. The protein sequence of the target gene is MMCSSKNLLLAALMSVLLLHFCSKSEASNFDCCLRYTERILHPSILVGFTQQLANEACDINAVVFYTRKKLAVCADPKKKWVKQVVHMLSQRVKRM. Result: 0 (no interaction). (2) The miRNA is rno-miR-200b-3p with sequence UAAUACUGCCUGGUAAUGAUGAC. The protein sequence of the target gene is MTSHSTSAQCSASDSACRISSEQISQVRPKLQLLKILHAAGAQGEVFTMKEVMHYLGQYIMVKQLYDQQEQHMVYCGGDLLGDLLGCQSFSVKDPSPLYDMLRKNLVTSASINTDAAQTLALAQDHTMDFPSQDRLKHGATEYSNPRKRTEEEDTHTLPTSRHKCRDSRADEDLIEHLSQDETSRLDLDFEEWDVAGLPWWFLGNLRNNCIPKSNGSTDLQTNQDIGTAIVSDTTDDLWFLNETVSEQLGVGIKVEAANSEQTSEVGKTSNKKTVEVGKDDDLEDSRSLSDDTDVELTSE.... Result: 0 (no interaction). (3) The miRNA is hsa-miR-142-3p with sequence UGUAGUGUUUCCUACUUUAUGGA. The protein sequence of the target gene is MRPLDIVELAEPEEVEVLEPEEDFEQFLLPVINEMREDIASLTREHGRAYLRNRSKLWEMDNMLIQIKTQVEASEESALNHLQNPGDAAEGRAAKRCEKAEEKAKEIAKMAEMLVELVRRIEKSESS. Result: 1 (interaction).